Dataset: Forward reaction prediction with 1.9M reactions from USPTO patents (1976-2016). Task: Predict the product of the given reaction. The product is: [F:13][C:14]1[CH:15]=[C:16]([N:17]2[CH2:6][CH2:7][CH:5]([C:8]([OH:9])=[O:10])[C:4]2=[O:11])[CH:18]=[CH:19][CH:20]=1. Given the reactants CC1(C)[O:9][C:8](=[O:10])[C:5]2([CH2:7][CH2:6]2)[C:4](=[O:11])O1.[F:13][C:14]1[CH:15]=[C:16]([CH:18]=[CH:19][CH:20]=1)[NH2:17], predict the reaction product.